Task: Predict which catalyst facilitates the given reaction.. Dataset: Catalyst prediction with 721,799 reactions and 888 catalyst types from USPTO (1) Reactant: [Cl:1][C:2]1[CH:7]=[CH:6][C:5]([C:8]23[CH2:13][CH:12]2[CH2:11][NH:10][CH2:9]3)=[CH:4][CH:3]=1.C(O)(=O)C.C(O[BH-](OC(=O)C)OC(=O)C)(=O)C.[Na+].[I:32][C:33]1[C:34](=[O:52])[N:35]([C:44]([C:46]2[CH:51]=[CH:50][CH:49]=[CH:48][CH:47]=2)=[O:45])[C:36](=[O:43])[N:37]([CH2:39][CH2:40][CH:41]=O)[CH:38]=1. Product: [Cl:1][C:2]1[CH:3]=[CH:4][C:5]([C:8]23[CH2:13][CH:12]2[CH2:11][N:10]([CH2:41][CH2:40][CH2:39][N:37]2[CH:38]=[C:33]([I:32])[C:34](=[O:52])[N:35]([C:44]([C:46]4[CH:51]=[CH:50][CH:49]=[CH:48][CH:47]=4)=[O:45])[C:36]2=[O:43])[CH2:9]3)=[CH:6][CH:7]=1. The catalyst class is: 325. (2) Reactant: [NH:1]1[CH2:6][CH2:5][O:4][CH2:3][CH2:2]1.Br[CH2:8][CH2:9][CH2:10][CH2:11][O:12][C:13]1[CH:14]=[C:15]([N:19]2[C:23]3[CH:24]=[CH:25][CH:26]=[CH:27][C:22]=3[C:21](=[N:28][C:29]3[CH:34]=[CH:33][CH:32]=[C:31]([C:35]([F:38])([F:37])[F:36])[CH:30]=3)[C:20]2=[O:39])[CH:16]=[CH:17][CH:18]=1. Product: [N:1]1([CH2:8][CH2:9][CH2:10][CH2:11][O:12][C:13]2[CH:14]=[C:15]([N:19]3[C:23]4[CH:24]=[CH:25][CH:26]=[CH:27][C:22]=4[C:21](=[N:28][C:29]4[CH:34]=[CH:33][CH:32]=[C:31]([C:35]([F:38])([F:36])[F:37])[CH:30]=4)[C:20]3=[O:39])[CH:16]=[CH:17][CH:18]=2)[CH2:6][CH2:5][O:4][CH2:3][CH2:2]1. The catalyst class is: 22. (3) Reactant: [Br:1][C:2]1[CH:3]=[CH:4][C:5]2[N:9]=[CH:8][NH:7][C:6]=2[C:10]=1[O:11][CH3:12].[O:13]1[CH:18]=[CH:17][CH2:16][CH2:15][CH2:14]1.C1(C)C=CC(S([O-])(=O)=O)=CC=1.[NH+]1C=CC=CC=1. Product: [Br:1][C:2]1[CH:3]=[CH:4][C:5]2[N:9]([CH:14]3[CH2:15][CH2:16][CH2:17][CH2:18][O:13]3)[CH:8]=[N:7][C:6]=2[C:10]=1[O:11][CH3:12]. The catalyst class is: 25. (4) Reactant: C(N(CC)CC)C.[C:8]([O:11][CH2:12][CH2:13][C:14]1[CH:15]=[CH:16][CH:17]=[C:18]2[C:22]=1[N:21](C(OC(C)(C)C)=O)[CH:20]=[C:19]2[CH:30]=[O:31])(=[O:10])[CH3:9].[CH:32](=[N:39][C:40]1[CH:41]=[N:42][CH:43]=[C:44]([O:46][CH3:47])[CH:45]=1)[C:33]1[CH:38]=[CH:37][CH:36]=[CH:35][CH:34]=1. Product: [C:8]([O:11][CH2:12][CH2:13][C:14]1[CH:15]=[CH:16][CH:17]=[C:18]2[C:22]=1[NH:21][CH:20]=[C:19]2[C:30](=[O:31])[CH:32]([NH:39][C:40]1[CH:41]=[N:42][CH:43]=[C:44]([O:46][CH3:47])[CH:45]=1)[C:33]1[CH:34]=[CH:35][CH:36]=[CH:37][CH:38]=1)(=[O:10])[CH3:9]. The catalyst class is: 433.